From a dataset of Full USPTO retrosynthesis dataset with 1.9M reactions from patents (1976-2016). Predict the reactants needed to synthesize the given product. (1) Given the product [F:1][C:2]1[CH:3]=[C:4]2[C:8](=[CH:9][CH:10]=1)[NH:7][CH:6]=[C:5]2[CH2:11][CH2:12][C:13]([CH3:16])([OH:15])[CH3:14], predict the reactants needed to synthesize it. The reactants are: [F:1][C:2]1[CH:3]=[C:4]2[C:8](=[CH:9][CH:10]=1)[NH:7][CH:6]=[C:5]2[CH2:11][CH2:12][C:13](=[O:15])[CH3:14].[CH3:16][Mg+].[Br-].[NH4+].[Cl-]. (2) Given the product [C:27]([O:26][C:24]([N:21]1[CH2:22][CH2:23][C:18]([OH:17])([C:2]2[CH:7]=[C:6]([C:8]([F:11])([F:10])[F:9])[CH:5]=[CH:4][N:3]=2)[CH2:19][CH2:20]1)=[O:25])([CH3:30])([CH3:28])[CH3:29], predict the reactants needed to synthesize it. The reactants are: Br[C:2]1[CH:7]=[C:6]([C:8]([F:11])([F:10])[F:9])[CH:5]=[CH:4][N:3]=1.C([Li])CCC.[O:17]=[C:18]1[CH2:23][CH2:22][N:21]([C:24]([O:26][C:27]([CH3:30])([CH3:29])[CH3:28])=[O:25])[CH2:20][CH2:19]1. (3) Given the product [NH2:16][CH2:15][CH2:14][NH:13][C:8]1[N:7]=[C:6]([N:20]([C:22]2[CH:23]=[CH:24][C:25]([O:28][CH3:29])=[CH:26][CH:27]=2)[CH3:21])[C:5]2[C:10](=[CH:11][CH:12]=[C:3]([O:2][CH3:1])[CH:4]=2)[N:9]=1, predict the reactants needed to synthesize it. The reactants are: [CH3:1][O:2][C:3]1[CH:4]=[C:5]2[C:10](=[CH:11][CH:12]=1)[N:9]=[C:8]([NH:13][CH2:14][CH2:15][NH:16]C(=O)O)[N:7]=[C:6]2[N:20]([C:22]1[CH:27]=[CH:26][C:25]([O:28][CH3:29])=[CH:24][CH:23]=1)[CH3:21].FC(F)(F)C(O)=O. (4) Given the product [Cl:22][C:20]1[CH:38]=[C:39]([N+:40]([O-:42])=[O:41])[CH:31]=[CH:32][C:36]=1[C:37]([NH:1][CH2:2][CH2:3][NH:4][C:5]1[N:13]=[C:12]([Cl:14])[N:11]=[C:10]2[C:6]=1[N:7]=[CH:8][N:9]2[CH:15]1[CH2:19][CH2:18][CH2:17][CH2:16]1)=[O:43], predict the reactants needed to synthesize it. The reactants are: [NH2:1][CH2:2][CH2:3][NH:4][C:5]1[N:13]=[C:12]([Cl:14])[N:11]=[C:10]2[C:6]=1[N:7]=[CH:8][N:9]2[CH:15]1[CH2:19][CH2:18][CH2:17][CH2:16]1.[CH2:20]([Cl:22])Cl.C(N(CC)CC)C.Cl[C:31]1[C:39]([N+:40]([O-:42])=[O:41])=[CH:38][CH:37]=[CH:36][C:32]=1C(Cl)=O.[OH2:43]. (5) Given the product [C:1]([O:5][C:6]([N:8]([C:13]1[CH:14]=[C:15]([C:21]2[CH:22]=[C:23]3[C:32]([C:49]4[C:48]([CH3:61])=[N:47][N:46]([CH2:45][C:44]5[CH:62]=[C:63]([F:65])[CH:64]=[C:42]([F:41])[CH:43]=5)[C:50]=4[CH3:51])=[CH:31][N:30]([C:34]([O:36][C:37]([CH3:40])([CH3:39])[CH3:38])=[O:35])[C:24]3=[N:25][C:26]=2[CH:27]2[CH2:29][CH2:28]2)[CH:16]=[CH:17][C:18]=1[O:19][CH3:20])[S:9]([CH3:12])(=[O:11])=[O:10])=[O:7])([CH3:4])([CH3:3])[CH3:2], predict the reactants needed to synthesize it. The reactants are: [C:1]([O:5][C:6]([N:8]([C:13]1[CH:14]=[C:15]([C:21]2[CH:22]=[C:23]3[C:32](I)=[CH:31][N:30]([C:34]([O:36][C:37]([CH3:40])([CH3:39])[CH3:38])=[O:35])[C:24]3=[N:25][C:26]=2[CH:27]2[CH2:29][CH2:28]2)[CH:16]=[CH:17][C:18]=1[O:19][CH3:20])[S:9]([CH3:12])(=[O:11])=[O:10])=[O:7])([CH3:4])([CH3:3])[CH3:2].[F:41][C:42]1[CH:43]=[C:44]([CH:62]=[C:63]([F:65])[CH:64]=1)[CH2:45][N:46]1[C:50]([CH3:51])=[C:49](B2OC(C)(C)C(C)(C)O2)[C:48]([CH3:61])=[N:47]1.C(=O)([O-])[O-].[Na+].[Na+].